From a dataset of Catalyst prediction with 721,799 reactions and 888 catalyst types from USPTO. Predict which catalyst facilitates the given reaction. (1) Reactant: C([O:3][CH:4]1[CH:8]([NH:9][C:10]([C@H:12]2[N:23]3[C@@H:16]([CH2:17][CH2:18][CH2:19][CH2:20][C@H:21]([NH:25][C:26](=[O:33])[C:27]4[CH:32]=[CH:31][CH:30]=[CH:29][CH:28]=4)[C:22]3=[O:24])[CH2:15][N:14]([C:34](=[O:36])[CH3:35])[CH2:13]2)=[O:11])[CH2:7][C:6](=[O:37])[O:5]1)C.FC(F)(F)C(O)=O. Product: [OH:3][CH:4]1[CH:8]([NH:9][C:10]([C@H:12]2[N:23]3[C@@H:16]([CH2:17][CH:18]=[CH:19][CH2:20][C@H:21]([NH:25][C:26](=[O:33])[C:27]4[CH:32]=[CH:31][CH:30]=[CH:29][CH:28]=4)[C:22]3=[O:24])[CH2:15][N:14]([C:34](=[O:36])[CH3:35])[CH2:13]2)=[O:11])[CH2:7][C:6](=[O:37])[O:5]1. The catalyst class is: 47. (2) Reactant: [N:1]1([CH2:6][C:7]2[CH:21]=[CH:20][C:10]([CH2:11][N:12]3[CH:16]=[C:15]([C:17]([OH:19])=O)[CH:14]=[N:13]3)=[CH:9][CH:8]=2)[CH:5]=[CH:4][CH:3]=[N:2]1.[Cl:22][C:23]1[CH:24]=[C:25]([CH2:29][NH2:30])[CH:26]=[CH:27][CH:28]=1.CCN(C(C)C)C(C)C.CN(C(ON1N=NC2C=CC=NC1=2)=[N+](C)C)C.F[P-](F)(F)(F)(F)F. Product: [N:1]1([CH2:6][C:7]2[CH:8]=[CH:9][C:10]([CH2:11][N:12]3[CH:16]=[C:15]([C:17]([NH:30][CH2:29][C:25]4[CH:26]=[CH:27][CH:28]=[C:23]([Cl:22])[CH:24]=4)=[O:19])[CH:14]=[N:13]3)=[CH:20][CH:21]=2)[CH:5]=[CH:4][CH:3]=[N:2]1. The catalyst class is: 3. (3) Reactant: [H-].[Na+:2].[NH:3]1[C:7]2[CH:8]=[N:9][CH:10]=[C:11]([C:12]#N)[C:6]=2[CH:5]=[CH:4]1.Br[CH2:15][C:16]1[CH:21]=[C:20]([Cl:22])[CH:19]=[CH:18][C:17]=1[O:23][CH2:24][C:25]1[CH:30]=[CH:29][C:28]([F:31])=[CH:27][C:26]=1[F:32].[OH2:33].CN(C=[O:38])C. Product: [Cl:22][C:20]1[CH:19]=[CH:18][C:17]([O:23][CH2:24][C:25]2[CH:30]=[CH:29][C:28]([F:31])=[CH:27][C:26]=2[F:32])=[C:16]([CH:21]=1)[CH2:15][N:3]1[C:7]2[CH:8]=[N:9][CH:10]=[C:11]([C:12]([O-:38])=[O:33])[C:6]=2[CH:5]=[CH:4]1.[Na+:2]. The catalyst class is: 61. (4) Product: [CH2:1]([S:8][C:9]1[CH:14]=[CH:13][C:12]([NH:15][C:16]2[C:21]([O:22][CH3:23])=[CH:20][C:19]([C:24]3[CH:29]=[CH:28][C:27]([Cl:30])=[C:26]([CH3:31])[CH:25]=3)=[C:18]([F:32])[CH:17]=2)=[C:11]([NH:33][CH2:41][C:42]([O:44][CH2:45][CH3:46])=[O:43])[CH:10]=1)[C:2]1[CH:7]=[CH:6][CH:5]=[CH:4][CH:3]=1. Reactant: [CH2:1]([S:8][C:9]1[CH:10]=[C:11]([NH2:33])[C:12]([NH:15][C:16]2[C:21]([O:22][CH3:23])=[CH:20][C:19]([C:24]3[CH:29]=[CH:28][C:27]([Cl:30])=[C:26]([CH3:31])[CH:25]=3)=[C:18]([F:32])[CH:17]=2)=[CH:13][CH:14]=1)[C:2]1[CH:7]=[CH:6][CH:5]=[CH:4][CH:3]=1.C(=O)([O-])[O-].[K+].[K+].Br[CH2:41][C:42]([O:44][CH2:45][CH3:46])=[O:43]. The catalyst class is: 3.